Task: Predict the reactants needed to synthesize the given product.. Dataset: Full USPTO retrosynthesis dataset with 1.9M reactions from patents (1976-2016) (1) Given the product [F:18][C:13]([P:19]([C:23]([F:28])([F:29])[C:24]([F:27])([F:26])[F:25])(=[O:20])[O-:22])([F:12])[C:14]([F:17])([F:16])[F:15].[CH2:2]([N+:6]1[CH:11]=[CH:10][CH:9]=[CH:8][CH:7]=1)[CH2:3][CH2:4][CH3:5], predict the reactants needed to synthesize it. The reactants are: [Br-].[CH2:2]([N+:6]1[CH:11]=[CH:10][CH:9]=[CH:8][CH:7]=1)[CH2:3][CH2:4][CH3:5].[F:12][C:13]([P:19]([C:23]([F:29])([F:28])[C:24]([F:27])([F:26])[F:25])(=[O:22])[O:20]C)([F:18])[C:14]([F:17])([F:16])[F:15]. (2) Given the product [NH2:1][C:4]1[CH:9]=[CH:8][CH:7]=[CH:6][C:5]=1[CH2:10][C:11]#[N:12], predict the reactants needed to synthesize it. The reactants are: [N+:1]([C:4]1[CH:9]=[CH:8][CH:7]=[CH:6][C:5]=1[CH2:10][C:11]#[N:12])([O-])=O. (3) Given the product [CH:36]([NH:37][C:3]([C:5]1[S:9][N:8]=[C:7]([O:10][CH2:11][C:12]2[C:13]([C:18]3[CH:23]=[CH:22][CH:21]=[CH:20][N:19]=3)=[N:14][O:15][C:16]=2[CH3:17])[CH:6]=1)=[O:4])([CH3:41])[CH3:35], predict the reactants needed to synthesize it. The reactants are: CO[C:3]([C:5]1[S:9][N:8]=[C:7]([O:10][CH2:11][C:12]2[C:13]([C:18]3[CH:23]=[CH:22][CH:21]=[CH:20][N:19]=3)=[N:14][O:15][C:16]=2[CH3:17])[CH:6]=1)=[O:4].COC(C1ON=C(OC[C:35]2[C:36]([C:41]3C=CC=CN=3)=[N:37]OC=2C)C=1)=O.C(N)(C)C. (4) The reactants are: [F:1][C:2]1[C:3]([OH:22])=[C:4]([CH:9]=[C:10](B2OC(C)(C)C(C)(C)O2)[C:11]=1[CH3:12])[C:5]([O:7][CH3:8])=[O:6].Cl[CH2:24][C:25]1[CH:30]=[CH:29][C:28]([N:31]2[CH:35]=[CH:34][CH:33]=[N:32]2)=[CH:27][CH:26]=1.C(=O)([O-])[O-].[Na+].[Na+].COCCOC. Given the product [N:31]1([C:28]2[CH:29]=[CH:30][C:25]([CH2:24][C:10]3[C:11]([CH3:12])=[C:2]([F:1])[C:3]([OH:22])=[C:4]([CH:9]=3)[C:5]([O:7][CH3:8])=[O:6])=[CH:26][CH:27]=2)[CH:35]=[CH:34][CH:33]=[N:32]1, predict the reactants needed to synthesize it. (5) Given the product [C:10]([O:9][C:7]([N:14]1[CH2:19][CH2:18][C:17](=[O:20])[C:16]2([CH2:2][CH2:1]2)[CH2:15]1)=[O:8])([CH3:13])([CH3:12])[CH3:11], predict the reactants needed to synthesize it. The reactants are: [C:1](O[K])(C)(C)[CH3:2].[C:7]([N:14]1[CH2:19][CH2:18][C:17](=[O:20])[CH2:16][CH2:15]1)([O:9][C:10]([CH3:13])([CH3:12])[CH3:11])=[O:8].[I-].ClCC[S+](C)C.O.